This data is from Forward reaction prediction with 1.9M reactions from USPTO patents (1976-2016). The task is: Predict the product of the given reaction. (1) Given the reactants [F:1][C:2]1[CH:7]=[CH:6][C:5]([C@@:8]23[C:17](=O)/[C:16](=[CH:19]\O)/[CH2:15][CH2:14][C@H:13]2[C@H:12]([CH3:21])[C:11]2([O:25][CH2:24][CH2:23][O:22]2)[CH2:10][CH2:9]3)=[CH:4][CH:3]=1.C(O)(=O)C.[CH:30]([NH2:32])=[NH:31].N1CCCCC1, predict the reaction product. The product is: [F:1][C:2]1[CH:7]=[CH:6][C:5]([C@:8]23[CH2:9][CH2:10][C:11]4([O:25][CH2:24][CH2:23][O:22]4)[C@@H:12]([CH3:21])[C@@H:13]2[CH2:14][CH2:15][C:16]2[CH:19]=[N:31][CH:30]=[N:32][C:17]=23)=[CH:4][CH:3]=1. (2) Given the reactants [NH:1]1[CH2:11][CH2:10][CH:4]([C:5]([O:7][CH2:8][CH3:9])=[O:6])[CH2:3][CH2:2]1.C(N(CC)CC)C.Cl[C:20]1[N:29]=[C:28]([NH:30][CH2:31][C:32]2[CH:37]=[CH:36][C:35]3[O:38][CH2:39][O:40][C:34]=3[CH:33]=2)[C:27]2[C:22](=[CH:23][CH:24]=[C:25]([C:41]#[N:42])[CH:26]=2)[N:21]=1, predict the reaction product. The product is: [CH2:8]([O:7][C:5]([CH:4]1[CH2:3][CH2:2][N:1]([C:20]2[N:29]=[C:28]([NH:30][CH2:31][C:32]3[CH:37]=[CH:36][C:35]4[O:38][CH2:39][O:40][C:34]=4[CH:33]=3)[C:27]3[C:22](=[CH:23][CH:24]=[C:25]([C:41]#[N:42])[CH:26]=3)[N:21]=2)[CH2:11][CH2:10]1)=[O:6])[CH3:9]. (3) Given the reactants [CH3:1][C:2]1[C:7]([CH3:8])=[C:6]([CH2:9][C:10]2[CH:11]=[N:12][CH:13]=[CH:14][CH:15]=2)[N:5]=[N:4][C:3]=1[N:16]1[CH2:21][CH2:20][NH:19][C@H:18]([CH3:22])[CH2:17]1.[CH3:23][O:24][C:25]([C:27]1[CH:32]=[N:31][C:30](Cl)=[CH:29][N:28]=1)=[O:26].C(N(CC)CC)C, predict the reaction product. The product is: [CH3:23][O:24][C:25]([C:27]1[N:28]=[CH:29][C:30]([N:19]2[CH2:20][CH2:21][N:16]([C:3]3[N:4]=[N:5][C:6]([CH2:9][C:10]4[CH:11]=[N:12][CH:13]=[CH:14][CH:15]=4)=[C:7]([CH3:8])[C:2]=3[CH3:1])[CH2:17][C@H:18]2[CH3:22])=[N:31][CH:32]=1)=[O:26]. (4) Given the reactants [CH2:1]([C:3]1[C:7]([CH2:8][C:9]2[CH:14]=[CH:13][C:12]([NH:15][CH3:16])=[CH:11][CH:10]=2)=[C:6]([CH2:17][CH3:18])[N:5]([CH2:19][C@@H:20]([NH:22][C:23](=[O:29])[O:24][C:25]([CH3:28])([CH3:27])[CH3:26])[CH3:21])[N:4]=1)[CH3:2].[CH3:30][S:31](Cl)(=[O:33])=[O:32].N1C=CC=CC=1, predict the reaction product. The product is: [CH2:1]([C:3]1[C:7]([CH2:8][C:9]2[CH:10]=[CH:11][C:12]([N:15]([CH3:16])[S:31]([CH3:30])(=[O:33])=[O:32])=[CH:13][CH:14]=2)=[C:6]([CH2:17][CH3:18])[N:5]([CH2:19][C@@H:20]([NH:22][C:23](=[O:29])[O:24][C:25]([CH3:26])([CH3:27])[CH3:28])[CH3:21])[N:4]=1)[CH3:2]. (5) Given the reactants [C:1]([O:6][C:7]1([CH2:17][CH3:18])[CH:14]2[CH2:15][CH:10]3[CH2:11][CH:12]([CH2:16][CH:8]1[CH2:9]3)[CH2:13]2)(=[O:5])[C:2]([CH3:4])=[CH2:3].[C:19]([O:22][C:23]1[CH:30]=[CH:29][C:26]([CH:27]=[CH2:28])=[CH:25][CH:24]=1)(=[O:21])[CH3:20].N(C(C)(C)C(OC)=O)=NC(C)(C)C(OC)=O.CO, predict the reaction product. The product is: [C:1]([O:6][C:7]1([CH2:17][CH3:18])[CH:8]2[CH2:16][CH:12]3[CH2:11][CH:10]([CH2:15][CH:14]1[CH2:13]3)[CH2:9]2)(=[O:5])[C:2]([CH3:4])=[CH2:3].[C:19]([O:22][C:23]1[CH:30]=[CH:29][C:26]([CH:27]=[CH2:28])=[CH:25][CH:24]=1)(=[O:21])[CH3:20]. (6) Given the reactants [Cl:1][C:2]1[CH:3]=[CH:4][C:5]([N:11]=[CH:12][CH2:13][N+:14]([O-:16])=[O:15])=[C:6]([CH:10]=1)[C:7](O)=[O:8].C([O-])(=O)C.[K+], predict the reaction product. The product is: [Cl:1][C:2]1[CH:10]=[C:6]2[C:5](=[CH:4][CH:3]=1)[N:11]=[CH:12][C:13]([N+:14]([O-:16])=[O:15])=[C:7]2[OH:8]. (7) Given the reactants [N:1]([C:4](=[CH:10][C:11]1[C:12]2[N:13]([CH:17]=[C:18]([C:20]3[CH:25]=[CH:24][CH:23]=[CH:22][CH:21]=3)[N:19]=2)[CH:14]=[CH:15][CH:16]=1)[C:5]([O:7][CH2:8][CH3:9])=[O:6])=[N+]=[N-].[K+].[Br-], predict the reaction product. The product is: [C:20]1([C:18]2[CH2:17][N:13]3[CH:14]=[CH:15][C:16]4[C:11]([CH:10]=[C:4]([C:5]([O:7][CH2:8][CH3:9])=[O:6])[N:1]=4)=[C:12]3[N:19]=2)[CH:25]=[CH:24][CH:23]=[CH:22][CH:21]=1. (8) The product is: [C:1]([CH2:4][NH:5][CH2:6][CH:7]([OH:14])[CH2:8][N:9]([CH3:13])[C:10](=[O:12])[CH3:11])(=[O:3])[CH3:2]. Given the reactants [C:1]([CH2:4][NH:5][CH2:6][CH:7]([O:14][Si](C(C)(C)C)(C)C)[CH2:8][N:9]([CH3:13])[C:10](=[O:12])[CH3:11])(=[O:3])[CH3:2].Cl, predict the reaction product.